This data is from Forward reaction prediction with 1.9M reactions from USPTO patents (1976-2016). The task is: Predict the product of the given reaction. Given the reactants Cl[C:2]1[CH:7]=[CH:6][N:5]([C:8]2[CH:13]=[CH:12][C:11]([O:14][CH2:15][C:16]([OH:19])([CH3:18])[CH3:17])=[C:10]([O:20][CH3:21])[CH:9]=2)[C:4](=[O:22])[CH:3]=1.[F:23][C:24]([F:36])([F:35])[O:25][C:26]1[CH:31]=[CH:30][C:29](B(O)O)=[CH:28][CH:27]=1.P([O-])([O-])([O-])=O.[K+].[K+].[K+], predict the reaction product. The product is: [OH:19][C:16]([CH3:18])([CH3:17])[CH2:15][O:14][C:11]1[CH:12]=[CH:13][C:8]([N:5]2[CH:6]=[CH:7][C:2]([C:29]3[CH:28]=[CH:27][C:26]([O:25][C:24]([F:23])([F:35])[F:36])=[CH:31][CH:30]=3)=[CH:3][C:4]2=[O:22])=[CH:9][C:10]=1[O:20][CH3:21].